Dataset: Full USPTO retrosynthesis dataset with 1.9M reactions from patents (1976-2016). Task: Predict the reactants needed to synthesize the given product. (1) The reactants are: CO[C:3]([C:5]1[S:9][C:8]([N:10]2[CH2:15][CH2:14][N:13]([C:16](=[O:27])[C:17]3[CH:22]=[CH:21][CH:20]=[CH:19][C:18]=3[C:23]([F:26])([F:25])[F:24])[CH2:12][CH2:11]2)=[N:7][CH:6]=1)=[O:4].[CH2:28]([NH2:33])[CH2:29][CH2:30][CH2:31][CH3:32].[C-]#N.[Na+]. Given the product [CH2:28]([NH:33][C:3]([C:5]1[S:9][C:8]([N:10]2[CH2:11][CH2:12][N:13]([C:16](=[O:27])[C:17]3[CH:22]=[CH:21][CH:20]=[CH:19][C:18]=3[C:23]([F:26])([F:25])[F:24])[CH2:14][CH2:15]2)=[N:7][CH:6]=1)=[O:4])[CH2:29][CH2:30][CH2:31][CH3:32], predict the reactants needed to synthesize it. (2) Given the product [CH3:31][C:28]([O:27][C:25](=[O:26])[C@@H:24]1[CH2:32][CH2:33][CH2:34][N:23]1[C:2]1[CH:11]=[CH:10][C:9]2[C:4](=[CH:5][CH:6]=[C:7]([Cl:22])[C:8]=2[C:12]([NH:14][CH2:15][CH:16]2[CH2:21][CH2:20][CH2:19][CH2:18][CH2:17]2)=[O:13])[N:3]=1)([CH3:29])[CH3:30], predict the reactants needed to synthesize it. The reactants are: Cl[C:2]1[CH:11]=[CH:10][C:9]2[C:8]([C:12]([NH:14][CH2:15][CH:16]3[CH2:21][CH2:20][CH2:19][CH2:18][CH2:17]3)=[O:13])=[C:7]([Cl:22])[CH:6]=[CH:5][C:4]=2[N:3]=1.[NH:23]1[CH2:34][CH2:33][CH2:32][C@H:24]1[C:25]([O:27][C:28]([CH3:31])([CH3:30])[CH3:29])=[O:26]. (3) Given the product [F:34][C:35]([F:40])([F:39])[C:36]([OH:38])=[O:37].[NH2:8][C@H:9]1[CH2:13][C@@H:12]([N:14]2[CH:22]=[N:21][C:20]3[C:15]2=[N:16][C:17]([Cl:24])=[N:18][C:19]=3[Cl:23])[C@H:11]([OH:25])[C@@H:10]1[OH:26], predict the reactants needed to synthesize it. The reactants are: C([N:8](C(OC(C)(C)C)=O)[C@H:9]1[CH2:13][C@@H:12]([N:14]2[CH:22]=[N:21][C:20]3[C:15]2=[N:16][C:17]([Cl:24])=[N:18][C:19]=3[Cl:23])[C@H:11]([OH:25])[C@@H:10]1[OH:26])(OC(C)(C)C)=O.[F:34][C:35]([F:40])([F:39])[C:36]([OH:38])=[O:37].N[C@H]1C[C@@H](N2C=NC3C2=NC(Cl)=NC=3N)[C@H](O)[C@@H]1O. (4) Given the product [CH3:22][S:19]([C:5]1[CH:4]=[CH:3][C:2]([N:23]2[CH2:28][CH2:27][NH:26][CH2:25][CH2:24]2)=[CH:7][C:6]=1[NH:8][CH:9]1[C:18]2[C:13](=[CH:14][CH:15]=[CH:16][CH:17]=2)[CH2:12][CH2:11][CH2:10]1)(=[O:21])=[O:20], predict the reactants needed to synthesize it. The reactants are: F[C:2]1[CH:3]=[CH:4][C:5]([S:19]([CH3:22])(=[O:21])=[O:20])=[C:6]([NH:8][CH:9]2[C:18]3[C:13](=[CH:14][CH:15]=[CH:16][CH:17]=3)[CH2:12][CH2:11][CH2:10]2)[CH:7]=1.[NH:23]1[CH2:28][CH2:27][NH:26][CH2:25][CH2:24]1.C(N(CC)C(C)C)(C)C. (5) Given the product [C:33]([O:37][C:38]([N:40]1[CH2:45][CH2:44][CH:43]([CH2:46][NH:47][C:28]([C:25]2([NH:24][C:22](=[O:23])[C:21]3[CH:31]=[CH:32][C:18]([S:15](=[O:16])(=[O:17])[NH:14][C:9]4[CH:10]=[CH:11][CH:12]=[CH:13][C:8]=4[O:1][C:2]4[CH:7]=[CH:6][CH:5]=[CH:4][CH:3]=4)=[CH:19][CH:20]=3)[CH2:26][CH2:27]2)=[O:30])[CH2:42][CH2:41]1)=[O:39])([CH3:36])([CH3:35])[CH3:34], predict the reactants needed to synthesize it. The reactants are: [O:1]([C:8]1[CH:13]=[CH:12][CH:11]=[CH:10][C:9]=1[NH:14][S:15]([C:18]1[CH:32]=[CH:31][C:21]([C:22]([NH:24][C:25]2([C:28]([OH:30])=O)[CH2:27][CH2:26]2)=[O:23])=[CH:20][CH:19]=1)(=[O:17])=[O:16])[C:2]1[CH:7]=[CH:6][CH:5]=[CH:4][CH:3]=1.[C:33]([O:37][C:38]([N:40]1[CH2:45][CH2:44][CH:43]([CH2:46][NH2:47])[CH2:42][CH2:41]1)=[O:39])([CH3:36])([CH3:35])[CH3:34]. (6) Given the product [CH2:7]([O:6][C:4](=[O:5])[CH2:3][C:9]1([OH:15])[CH2:14][CH2:13][CH2:12][CH:11]=[CH:10]1)[CH3:8], predict the reactants needed to synthesize it. The reactants are: Br[Zn][CH2:3][C:4]([O:6][CH2:7][CH3:8])=[O:5].[C:9]1(=[O:15])[CH2:14][CH2:13][CH2:12][CH:11]=[CH:10]1.Cl.C(OCC)(=O)C. (7) Given the product [CH2:29]([N:36]([CH3:37])[C:23]([C:20]1[N:19]=[C:18]([C@H:8]([CH2:9][CH2:10][CH2:11][CH:12]2[CH2:17][CH2:16][CH2:15][CH2:14][CH2:13]2)[CH2:7][C:6]([O:5][C:1]([CH3:4])([CH3:2])[CH3:3])=[O:28])[O:22][N:21]=1)=[O:24])[C:30]1[CH:35]=[CH:34][CH:33]=[CH:32][CH:31]=1, predict the reactants needed to synthesize it. The reactants are: [C:1]([O:5][C:6](=[O:28])[CH2:7][C@H:8]([C:18]1[O:22][N:21]=[C:20]([C:23](OCC)=[O:24])[N:19]=1)[CH2:9][CH2:10][CH2:11][CH:12]1[CH2:17][CH2:16][CH2:15][CH2:14][CH2:13]1)([CH3:4])([CH3:3])[CH3:2].[CH2:29]([NH:36][CH3:37])[C:30]1[CH:35]=[CH:34][CH:33]=[CH:32][CH:31]=1. (8) Given the product [CH2:8]([C:6]1[C:5]([O:10][CH3:11])=[N:4][C:3]([CH3:12])=[C:2]([N:21]2[CH:25]=[CH:24][CH:23]=[CH:22]2)[CH:7]=1)[CH3:9], predict the reactants needed to synthesize it. The reactants are: Br[C:2]1[C:3]([CH3:12])=[N:4][C:5]([O:10][CH3:11])=[C:6]([CH2:8][CH3:9])[CH:7]=1.C(=O)([O-])[O-].[K+].[K+].[OH-].[Na+].[NH:21]1[CH:25]=[CH:24][CH:23]=[CH:22]1. (9) Given the product [CH:1](=[C:8]1[CH2:12][N:11]([C:13](=[O:15])[CH2:29][O:28][C:27]2[CH:26]=[CH:25][C:24]([Cl:23])=[CH:34][CH:33]=2)[C@H:10]([C:20]([NH:41][CH2:40][C:39]2[CH:42]=[CH:43][C:44]([O:45][CH3:46])=[C:37]([O:36][CH3:35])[CH:38]=2)=[O:22])[CH2:9]1)[C:2]1[CH:3]=[CH:4][CH:5]=[CH:6][CH:7]=1, predict the reactants needed to synthesize it. The reactants are: [CH:1](=[C:8]1[CH2:12][N:11]([C:13]([O:15]C(C)(C)C)=O)[C@H:10]([C:20]([OH:22])=O)[CH2:9]1)[C:2]1[CH:7]=[CH:6][CH:5]=[CH:4][CH:3]=1.[Cl:23][C:24]1[CH:34]=[CH:33][C:27]([O:28][CH2:29]C(Cl)=O)=[CH:26][CH:25]=1.[CH3:35][O:36][C:37]1[CH:38]=[C:39]([CH:42]=[CH:43][C:44]=1[O:45][CH3:46])[CH2:40][NH2:41]. (10) The reactants are: [C:1]1([CH2:7][CH2:8][CH2:9][CH2:10][CH2:11][CH2:12][C:13]([C:15]2[S:16][C:17]([C:20]3[N:25]=[C:24]([C:26]([O:28]C)=[O:27])[CH:23]=[CH:22][CH:21]=3)=[CH:18][N:19]=2)=[O:14])[CH:6]=[CH:5][CH:4]=[CH:3][CH:2]=1. Given the product [C:1]1([CH2:7][CH2:8][CH2:9][CH2:10][CH2:11][CH2:12][C:13]([C:15]2[S:16][C:17]([C:20]3[N:25]=[C:24]([C:26]([OH:28])=[O:27])[CH:23]=[CH:22][CH:21]=3)=[CH:18][N:19]=2)=[O:14])[CH:6]=[CH:5][CH:4]=[CH:3][CH:2]=1, predict the reactants needed to synthesize it.